The task is: Predict the reactants needed to synthesize the given product.. This data is from Full USPTO retrosynthesis dataset with 1.9M reactions from patents (1976-2016). The reactants are: [C:1]([C:5]1[CH:12]=[CH:11][CH:10]=[C:7]([CH:8]=[O:9])[C:6]=1[OH:13])([CH3:4])([CH3:3])[CH3:2].[I:14](Cl)(=O)=O.I(Cl)(=O)=O.C([N+](C)(C)C)C1C=CC=CC=1.O. Given the product [C:1]([C:5]1[CH:12]=[C:11]([I:14])[CH:10]=[C:7]([CH:8]=[O:9])[C:6]=1[OH:13])([CH3:4])([CH3:2])[CH3:3], predict the reactants needed to synthesize it.